This data is from NCI-60 drug combinations with 297,098 pairs across 59 cell lines. The task is: Regression. Given two drug SMILES strings and cell line genomic features, predict the synergy score measuring deviation from expected non-interaction effect. (1) Drug 1: CC1=C2C(C(=O)C3(C(CC4C(C3C(C(C2(C)C)(CC1OC(=O)C(C(C5=CC=CC=C5)NC(=O)OC(C)(C)C)O)O)OC(=O)C6=CC=CC=C6)(CO4)OC(=O)C)OC)C)OC. Drug 2: CCCS(=O)(=O)NC1=C(C(=C(C=C1)F)C(=O)C2=CNC3=C2C=C(C=N3)C4=CC=C(C=C4)Cl)F. Cell line: ACHN. Synergy scores: CSS=44.7, Synergy_ZIP=0.385, Synergy_Bliss=2.26, Synergy_Loewe=1.85, Synergy_HSA=5.47. (2) Drug 1: C1=NC(=NC(=O)N1C2C(C(C(O2)CO)O)O)N. Drug 2: C1CC(=O)NC(=O)C1N2C(=O)C3=CC=CC=C3C2=O. Cell line: NCI-H522. Synergy scores: CSS=17.5, Synergy_ZIP=-7.09, Synergy_Bliss=2.45, Synergy_Loewe=-15.3, Synergy_HSA=0.442.